This data is from NCI-60 drug combinations with 297,098 pairs across 59 cell lines. The task is: Regression. Given two drug SMILES strings and cell line genomic features, predict the synergy score measuring deviation from expected non-interaction effect. Drug 1: C1CC(=O)NC(=O)C1N2CC3=C(C2=O)C=CC=C3N. Drug 2: C1=CC=C(C(=C1)C(C2=CC=C(C=C2)Cl)C(Cl)Cl)Cl. Cell line: HT29. Synergy scores: CSS=12.2, Synergy_ZIP=-1.75, Synergy_Bliss=2.24, Synergy_Loewe=3.26, Synergy_HSA=2.09.